Dataset: Full USPTO retrosynthesis dataset with 1.9M reactions from patents (1976-2016). Task: Predict the reactants needed to synthesize the given product. (1) The reactants are: OC(C(F)(F)F)=O.[OH:8][C@H:9]1[C@H:14]([N:15]2[CH2:19][CH2:18][O:17][C:16]2=[O:20])[CH2:13][CH2:12][NH:11][CH2:10]1.[Cl:21][C:22]1[N:26]2[CH:27]=[C:28]([CH2:35][CH:36]([CH3:38])[CH3:37])[CH:29]=[C:30]([C:31]([F:34])([F:33])[F:32])[C:25]2=[N:24][C:23]=1[C:39](O)=[O:40].CCN(C(C)C)C(C)C.CN(C(ON1N=NC2C=CC=NC1=2)=[N+](C)C)C.F[P-](F)(F)(F)(F)F. Given the product [Cl:21][C:22]1[N:26]2[CH:27]=[C:28]([CH2:35][CH:36]([CH3:37])[CH3:38])[CH:29]=[C:30]([C:31]([F:33])([F:32])[F:34])[C:25]2=[N:24][C:23]=1[C:39]([N:11]1[CH2:12][CH2:13][C@@H:14]([N:15]2[CH2:19][CH2:18][O:17][C:16]2=[O:20])[C@H:9]([OH:8])[CH2:10]1)=[O:40], predict the reactants needed to synthesize it. (2) Given the product [C:9]([O:13][C:14]([C:16]12[CH2:32][O:31][C@H:30]3[CH2:1][C:17]13[C:18](=[O:29])[N:19]([C@@H:21]([C:23]1[CH:28]=[CH:27][CH:26]=[CH:25][CH:24]=1)[CH3:22])[CH2:20]2)=[O:15])([CH3:10])([CH3:11])[CH3:12], predict the reactants needed to synthesize it. The reactants are: [CH2:1]([Zn]CC)C.ICI.[C:9]([O:13][C:14]([C@@:16]12[CH2:32][O:31][CH:30]=[C:17]1[C:18](=[O:29])[N:19]([C@@H:21]([C:23]1[CH:28]=[CH:27][CH:26]=[CH:25][CH:24]=1)[CH3:22])[CH2:20]2)=[O:15])([CH3:12])([CH3:11])[CH3:10]. (3) Given the product [C:7]([CH2:8][C:9]([C:10]1[CH:15]=[CH:14][C:13]([C:16]([NH:19][C:20](=[O:26])[O:21][C:22]([CH3:25])([CH3:24])[CH3:23])([CH3:18])[CH3:17])=[CH:12][CH:11]=1)=[O:5])#[N:6], predict the reactants needed to synthesize it. The reactants are: [O-]CC.[Na+].[O:5]1[C:9]([C:10]2[CH:15]=[CH:14][C:13]([C:16]([NH:19][C:20](=[O:26])[O:21][C:22]([CH3:25])([CH3:24])[CH3:23])([CH3:18])[CH3:17])=[CH:12][CH:11]=2)=[CH:8][CH:7]=[N:6]1. (4) Given the product [NH2:38][CH2:41][CH2:42][CH2:44][CH2:30][CH2:31][CH2:32][NH:33][C:16](=[O:17])[CH2:15][O:14][C:13]1[C:19]([O:21][CH3:22])=[CH:20][C:10]([CH2:9][C:5]2[C:6]([NH2:8])=[N:7][C:2]([NH2:1])=[N:3][CH:4]=2)=[CH:11][C:12]=1[O:23][CH3:24], predict the reactants needed to synthesize it. The reactants are: [NH2:1][C:2]1[N:7]=[C:6]([NH2:8])[C:5]([CH2:9][C:10]2[CH:20]=[C:19]([O:21][CH3:22])[C:13]([O:14][CH2:15][C:16](O)=[O:17])=[C:12]([O:23][CH3:24])[CH:11]=2)=[CH:4][N:3]=1.C(N=C=N[CH2:30][CH2:31][CH2:32][N:33](C)C)C.C([N:38]([CH2:41][CH3:42])CC)C.O(C(OC(C)(C)C)=O)[C:44](OC(C)(C)C)=O. (5) Given the product [Cl:17][C:18]1[CH:19]=[CH:20][C:21]([O:22][CH2:23][C:24]2[CH:25]=[C:26]([CH:29]=[CH:30][CH:31]=2)[CH2:27][NH:28][C:4]2[C:5](=[O:16])[C:6](=[O:15])[C:7]=2[NH:8][C:9]2[CH:10]=[N:11][CH:12]=[CH:13][CH:14]=2)=[CH:32][CH:33]=1, predict the reactants needed to synthesize it. The reactants are: C(O[C:4]1[C:5](=[O:16])[C:6](=[O:15])[C:7]=1[NH:8][C:9]1[CH:10]=[N:11][CH:12]=[CH:13][CH:14]=1)C.[Cl:17][C:18]1[CH:33]=[CH:32][C:21]([O:22][CH2:23][C:24]2[CH:25]=[C:26]([CH:29]=[CH:30][CH:31]=2)[CH2:27][NH2:28])=[CH:20][CH:19]=1. (6) Given the product [CH3:2][C:1]([CH3:4])([CH3:3])[C:5]([C:8]1[CH:13]=[CH:12][C:11]([C:14]2[CH:15]=[CH:16][C:17]([O:20][C:21]([F:24])([F:23])[F:22])=[CH:18][CH:19]=2)=[CH:10][N:9]=1)([OH:6])[CH2:7][N:25]1[CH:29]=[N:28][N:27]=[N:26]1, predict the reactants needed to synthesize it. The reactants are: [C:1]([C:5]1([C:8]2[CH:13]=[CH:12][C:11]([C:14]3[CH:19]=[CH:18][C:17]([O:20][C:21]([F:24])([F:23])[F:22])=[CH:16][CH:15]=3)=[CH:10][N:9]=2)[CH2:7][O:6]1)([CH3:4])([CH3:3])[CH3:2].[NH:25]1[CH:29]=[N:28][N:27]=[N:26]1.C([O-])([O-])=O.[K+].[K+].O. (7) Given the product [CH3:1][O:2][C:3]1[CH:4]=[C:5]([C:11]2[N:28]=[C:26]([NH:25][CH:21]3[CH2:24][CH2:23][CH2:22]3)[S:27][C:12]=2[C:13]2[CH:18]=[CH:17][N:16]=[C:15]([Cl:19])[N:14]=2)[CH:6]=[C:7]([O:9][CH3:10])[CH:8]=1, predict the reactants needed to synthesize it. The reactants are: [CH3:1][O:2][C:3]1[CH:4]=[C:5]([C:11](=O)[CH2:12][C:13]2[CH:18]=[CH:17][N:16]=[C:15]([Cl:19])[N:14]=2)[CH:6]=[C:7]([O:9][CH3:10])[CH:8]=1.[CH:21]1([NH:25][C:26]([NH2:28])=[S:27])[CH2:24][CH2:23][CH2:22]1. (8) Given the product [CH:25]([C:22]1[CH:23]=[CH:24][C:19]([C:17]2[C:16]3[C:11](=[CH:12][C:13]([O:30][CH3:31])=[C:14]([O:28][CH3:29])[CH:15]=3)[N:10]=[C:9]([O:7][C:1]3[CH:6]=[CH:5][CH:4]=[CH:3][CH:2]=3)[N:18]=2)=[CH:20][CH:21]=1)([CH3:27])[CH3:26], predict the reactants needed to synthesize it. The reactants are: [C:1]1([OH:7])[CH:6]=[CH:5][CH:4]=[CH:3][CH:2]=1.Cl[C:9]1[N:18]=[C:17]([C:19]2[CH:24]=[CH:23][C:22]([CH:25]([CH3:27])[CH3:26])=[CH:21][CH:20]=2)[C:16]2[C:11](=[CH:12][C:13]([O:30][CH3:31])=[C:14]([O:28][CH3:29])[CH:15]=2)[N:10]=1. (9) Given the product [C:1]12([C:11](=[O:22])[CH2:12][S:13]([C:14]3[CH:19]=[C:18]([Cl:20])[CH:17]=[CH:16][C:15]=3[Cl:21])=[O:31])[CH2:8][CH:7]3[CH2:9][CH:3]([CH2:4][CH:5]([CH2:6]3)[CH2:10]1)[CH2:2]2, predict the reactants needed to synthesize it. The reactants are: [C:1]12([C:11](=[O:22])[CH2:12][S:13][C:14]3[CH:19]=[C:18]([Cl:20])[CH:17]=[CH:16][C:15]=3[Cl:21])[CH2:10][CH:5]3[CH2:6][CH:7]([CH2:9][CH:3]([CH2:4]3)[CH2:2]1)[CH2:8]2.C1C=C(Cl)C=C(C(OO)=[O:31])C=1. (10) Given the product [O:22]1[CH2:27][CH2:26][CH:25]([CH:28]=[C:16]([C:13]2[CH:12]=[CH:11][C:10]([N:5]3[CH:9]=[CH:8][N:7]=[N:6]3)=[CH:15][CH:14]=2)[C:17]([O:19][CH2:20][CH3:21])=[O:18])[CH2:24][CH2:23]1, predict the reactants needed to synthesize it. The reactants are: CC[O-].[Na+].[N:5]1([C:10]2[CH:15]=[CH:14][C:13]([CH2:16][C:17]([O:19][CH2:20][CH3:21])=[O:18])=[CH:12][CH:11]=2)[CH:9]=[CH:8][N:7]=[N:6]1.[O:22]1[CH2:27][CH2:26][CH:25]([CH:28]=O)[CH2:24][CH2:23]1.CC(O)=O.